From a dataset of Reaction yield outcomes from USPTO patents with 853,638 reactions. Predict the reaction yield, written as a fraction of the theoretical maximum amount of product (1.0 means a 100% yield; for example, 0.34 means a 34% yield). (1) The reactants are [C:1]1([C:7]2[O:16][C:10]3[N:11]=[CH:12][NH:13][C:14](=O)[C:9]=3[CH:8]=2)[CH:6]=[CH:5][CH:4]=[CH:3][CH:2]=1.O=P(Cl)(Cl)[Cl:19]. No catalyst specified. The product is [Cl:19][C:14]1[C:9]2[CH:8]=[C:7]([C:1]3[CH:6]=[CH:5][CH:4]=[CH:3][CH:2]=3)[O:16][C:10]=2[N:11]=[CH:12][N:13]=1. The yield is 0.740. (2) The reactants are Br[C:2]1[CH:3]=[C:4]2[C:8](=[C:9]([Cl:11])[CH:10]=1)[C:7](=[O:12])[N:6]([CH2:13][C:14]1[CH:19]=[CH:18][C:17]([O:20][C:21]([F:24])([F:23])[F:22])=[CH:16][CH:15]=1)[CH2:5]2.[C-]#N.[Na+].[C:28](#[N:30])C. The catalyst is C1C=CC([P]([Pd]([P](C2C=CC=CC=2)(C2C=CC=CC=2)C2C=CC=CC=2)([P](C2C=CC=CC=2)(C2C=CC=CC=2)C2C=CC=CC=2)[P](C2C=CC=CC=2)(C2C=CC=CC=2)C2C=CC=CC=2)(C2C=CC=CC=2)C2C=CC=CC=2)=CC=1.[Cu]I.CCCCCC.CCOC(C)=O. The product is [Cl:11][C:9]1[CH:10]=[C:2]([C:28]#[N:30])[CH:3]=[C:4]2[C:8]=1[C:7](=[O:12])[N:6]([CH2:13][C:14]1[CH:19]=[CH:18][C:17]([O:20][C:21]([F:24])([F:23])[F:22])=[CH:16][CH:15]=1)[CH2:5]2. The yield is 0.330. (3) The reactants are [CH2:1]([O:8][C:9]1[C:14]([CH2:15]O)=[C:13]([CH3:17])[CH:12]=[C:11]([CH3:18])[N:10]=1)[C:2]1[CH:7]=[CH:6][CH:5]=[CH:4][CH:3]=1.S(Cl)([Cl:21])=O.C([O-])(O)=O.[Na+]. The catalyst is ClCCl. The product is [CH2:1]([O:8][C:9]1[C:14]([CH2:15][Cl:21])=[C:13]([CH3:17])[CH:12]=[C:11]([CH3:18])[N:10]=1)[C:2]1[CH:7]=[CH:6][CH:5]=[CH:4][CH:3]=1. The yield is 0.600. (4) The reactants are I[C:2]1[CH:7]=[C:6]([CH3:8])[C:5]([C:9]2[N:10]=[C:11]([NH:14][C:15](=[O:22])[C:16]3[CH:21]=[CH:20][N:19]=[CH:18][CH:17]=3)[S:12][CH:13]=2)=[C:4]([CH3:23])[CH:3]=1.[CH3:24][O:25][C:26]1[N:27]=[CH:28][C:29]([SH:32])=[N:30][CH:31]=1.C(=O)([O-])[O-].[K+].[K+].O. The catalyst is CN(C=O)C.[Cu](I)I. The product is [CH3:24][O:25][C:26]1[N:27]=[CH:28][C:29]([S:32][C:2]2[CH:7]=[C:6]([CH3:8])[C:5]([C:9]3[N:10]=[C:11]([NH:14][C:15](=[O:22])[C:16]4[CH:21]=[CH:20][N:19]=[CH:18][CH:17]=4)[S:12][CH:13]=3)=[C:4]([CH3:23])[CH:3]=2)=[N:30][CH:31]=1. The yield is 0.240. (5) The reactants are [Cl:1][C:2]1[CH:7]=[CH:6][CH:5]=[CH:4][C:3]=1[C:8]1[CH:9]=[C:10]([NH:13][C:14]([NH2:16])=[S:15])[NH:11][N:12]=1.BrBr. The catalyst is CC(O)=O. The product is [Cl:1][C:2]1[CH:7]=[CH:6][CH:5]=[CH:4][C:3]=1[C:8]1[C:9]2[S:15][C:14]([NH2:16])=[N:13][C:10]=2[NH:11][N:12]=1. The yield is 0.660. (6) The reactants are [C:1]1([CH2:7][CH:8]=O)[CH:6]=[CH:5][CH:4]=[CH:3][CH:2]=1.[CH2:10]([O:17][C:18](=[O:20])[NH2:19])[C:11]1[CH:16]=[CH:15][CH:14]=[CH:13][CH:12]=1.[P:21]([O:36][C:37]1[CH:42]=[CH:41][CH:40]=[CH:39][CH:38]=1)([O:29][C:30]1[CH:35]=[CH:34][CH:33]=[CH:32][CH:31]=1)OC1C=CC=CC=1.[C:43](O)(=[O:45])C. No catalyst specified. The product is [NH:19]([C:18]([O:17][CH2:10][C:11]1[CH:16]=[CH:15][CH:14]=[CH:13][CH:12]=1)=[O:20])[CH:8]([C:43]([P:21]([O:29][C:30]1[CH:31]=[CH:32][CH:33]=[CH:34][CH:35]=1)[O:36][C:37]1[CH:38]=[CH:39][CH:40]=[CH:41][CH:42]=1)=[O:45])[CH2:7][C:1]1[CH:2]=[CH:3][CH:4]=[CH:5][CH:6]=1. The yield is 0.420.